Regression. Given a peptide amino acid sequence and an MHC pseudo amino acid sequence, predict their binding affinity value. This is MHC class I binding data. From a dataset of Peptide-MHC class I binding affinity with 185,985 pairs from IEDB/IMGT. (1) The peptide sequence is RTLHPFGCK. The MHC is HLA-A26:01 with pseudo-sequence HLA-A26:01. The binding affinity (normalized) is 0.0847. (2) The peptide sequence is LVMAPRTVL. The MHC is HLA-A69:01 with pseudo-sequence HLA-A69:01. The binding affinity (normalized) is 0.243.